The task is: Predict the product of the given reaction.. This data is from Forward reaction prediction with 1.9M reactions from USPTO patents (1976-2016). (1) The product is: [C:1]([N:5]1[C:9]([NH:10][C:11]2[N:16]=[C:15]([CH2:17][C:18]3([C:37]([NH:42][NH:41][C:40]([O:44][C:45]([CH3:48])([CH3:47])[CH3:46])=[O:43])=[O:38])[CH2:23][CH2:22][N:21]([C:24](=[O:36])[C:25]4[CH:30]=[CH:29][CH:28]=[C:27]([C:31]([F:33])([F:34])[F:32])[C:26]=4[F:35])[CH2:20][CH2:19]3)[CH:14]=[CH:13][CH:12]=2)=[CH:8][CH:7]=[N:6]1)([CH3:3])([CH3:4])[CH3:2]. Given the reactants [C:1]([N:5]1[C:9]([NH:10][C:11]2[N:16]=[C:15]([CH2:17][C:18]3([C:37](O)=[O:38])[CH2:23][CH2:22][N:21]([C:24](=[O:36])[C:25]4[CH:30]=[CH:29][CH:28]=[C:27]([C:31]([F:34])([F:33])[F:32])[C:26]=4[F:35])[CH2:20][CH2:19]3)[CH:14]=[CH:13][CH:12]=2)=[CH:8][CH:7]=[N:6]1)([CH3:4])([CH3:3])[CH3:2].[C:40]([O:44][C:45]([CH3:48])([CH3:47])[CH3:46])(=[O:43])[NH:41][NH2:42].Cl.CN(C)CCCN=C=NCC.C(=O)(O)[O-].[Na+], predict the reaction product. (2) Given the reactants [F:1][C:2]1[CH:7]=[CH:6][C:5]([NH:8][C:9]([C:11]2[C:15]([N+:16]([O-])=O)=[CH:14][NH:13][N:12]=2)=[O:10])=[CH:4][CH:3]=1, predict the reaction product. The product is: [F:1][C:2]1[CH:3]=[CH:4][C:5]([NH:8][C:9]([C:11]2[C:15]([NH2:16])=[CH:14][NH:13][N:12]=2)=[O:10])=[CH:6][CH:7]=1. (3) Given the reactants [OH:1][CH:2]([CH2:6][CH2:7][NH:8][C:9]([CH:11]1[C:16]([CH3:18])([CH3:17])[CH2:15][O:14][C@@H:13]([C:19]2[CH:24]=[CH:23][C:22]([O:25][CH3:26])=[CH:21][CH:20]=2)[O:12]1)=[O:10])[C:3]([OH:5])=O.[Br:27][C:28]1[CH:35]=[CH:34][C:31]([CH2:32][NH2:33])=[CH:30][CH:29]=1, predict the reaction product. The product is: [Br:27][C:28]1[CH:35]=[CH:34][C:31]([CH2:32][NH:33][C:3]([CH:2]([OH:1])[CH2:6][CH2:7][NH:8][C:9]([CH:11]2[C:16]([CH3:17])([CH3:18])[CH2:15][O:14][C@@H:13]([C:19]3[CH:20]=[CH:21][C:22]([O:25][CH3:26])=[CH:23][CH:24]=3)[O:12]2)=[O:10])=[O:5])=[CH:30][CH:29]=1. (4) Given the reactants C[C:2]1[CH:3]=[C:4]([CH:36]=[CH:37][C:38]=1[CH3:39])[C:5]([N:7]1[C:16]2[C:11](=[CH:12][CH:13]=[CH:14][CH:15]=2)[CH:10]([N:17]2[C:26]3[C:21](=[CH:22][C:23]([O:27][CH2:28][CH2:29][CH2:30][CH2:31][C:32](O)=[O:33])=[CH:24][CH:25]=3)[CH2:20][CH2:19][CH2:18]2)[CH2:9][CH:8]1[CH3:35])=[O:6].O[N:41]1[C:45]2C=CC=[CH:49][C:44]=2N=N1.Cl.[CH2:51](N=C=NCCCN(C)C)C.C(N)CC.C(=O)(O)[O-].[Na+], predict the reaction product. The product is: [CH3:35][CH:8]1[CH2:9][CH:10]([N:17]2[C:26]3[C:21](=[CH:22][C:23]([O:27][CH2:28][CH2:29][CH2:30][CH2:31][C:32]([NH:41][CH2:45][CH2:44][CH3:49])=[O:33])=[CH:24][CH:25]=3)[CH2:20][CH2:19][CH2:18]2)[C:11]2[C:16](=[CH:15][CH:14]=[CH:13][CH:12]=2)[N:7]1[C:5](=[O:6])[C:4]1[CH:36]=[CH:37][C:38]([CH3:39])=[C:2]([CH3:51])[CH:3]=1. (5) Given the reactants [C:1]([O:5][C:6]([N:8]1[CH2:13][CH2:12][C@@H:11]([C:14](O)=[O:15])[C@H:10]([C:17]2[CH:22]=[CH:21][C:20]([F:23])=[CH:19][C:18]=2[CH3:24])[CH2:9]1)=[O:7])([CH3:4])([CH3:3])[CH3:2].[CH:25]1([NH2:28])[CH2:27][CH2:26]1.CCN=C=NCCCN(C)C.Cl.C1C=CC2N(O)N=NC=2C=1, predict the reaction product. The product is: [CH:25]1([NH:28][C:14]([C@@H:11]2[CH2:12][CH2:13][N:8]([C:6]([O:5][C:1]([CH3:3])([CH3:2])[CH3:4])=[O:7])[CH2:9][C@H:10]2[C:17]2[CH:22]=[CH:21][C:20]([F:23])=[CH:19][C:18]=2[CH3:24])=[O:15])[CH2:27][CH2:26]1. (6) Given the reactants O.[C:2]([OH:6])(=[O:5])[CH:3]=O.C(O)(C(F)(F)F)C(F)(F)F.[NH:17]1[CH2:21][CH2:20][CH2:19][CH2:18]1.[C:22]([O:26][C:27]([NH:29][C:30]1[CH:35]=[CH:34][C:33]([C:36]2[S:37][CH:38]=[CH:39][CH:40]=2)=[CH:32][C:31]=1[NH:41][C:42]([C:44]1[CH:49]=[CH:48][C:47](B(O)O)=[CH:46][CH:45]=1)=[O:43])=[O:28])([CH3:25])([CH3:24])[CH3:23], predict the reaction product. The product is: [C:22]([O:26][C:27]([NH:29][C:30]1[CH:35]=[CH:34][C:33]([C:36]2[S:37][CH:38]=[CH:39][CH:40]=2)=[CH:32][C:31]=1[NH:41][C:42]([C:44]1[CH:49]=[CH:48][C:47]([CH:3]([N:17]2[CH2:21][CH2:20][CH2:19][CH2:18]2)[C:2]([OH:6])=[O:5])=[CH:46][CH:45]=1)=[O:43])=[O:28])([CH3:25])([CH3:23])[CH3:24].